Dataset: Catalyst prediction with 721,799 reactions and 888 catalyst types from USPTO. Task: Predict which catalyst facilitates the given reaction. (1) Reactant: [Cl:1][C:2]1[CH:7]=[CH:6][CH:5]=[C:4]([Cl:8])[C:3]=1[NH:9][C:10]([NH:12][C:13]1[S:14][C:15]([C:25]2[CH:26]=[N:27][N:28]([CH3:30])[CH:29]=2)=[CH:16][C:17]=1[C:18]([O:20]C(C)(C)C)=[O:19])=[O:11].C(O)(C(F)(F)F)=O. The catalyst class is: 22. Product: [Cl:1][C:2]1[CH:7]=[CH:6][CH:5]=[C:4]([Cl:8])[C:3]=1[NH:9][C:10]([NH:12][C:13]1[S:14][C:15]([C:25]2[CH:26]=[N:27][N:28]([CH3:30])[CH:29]=2)=[CH:16][C:17]=1[C:18]([OH:20])=[O:19])=[O:11]. (2) Reactant: [O:1]=[C:2]1[NH:6][C:5](=[O:7])[CH:4]([CH2:8][C:9]2[CH:19]=[CH:18][C:12]([O:13][CH2:14][C:15]([OH:17])=O)=[CH:11][CH:10]=2)[S:3]1.[NH2:20][C:21]1[C:36]([CH3:37])=[CH:35][C:24]([O:25][C:26]2[CH:27]=[C:28]([NH:33]C)[C:29](N)=[CH:30][CH:31]=2)=[CH:23][C:22]=1[CH3:38].[CH2:39]([N:41](CC)CC)C.C(=O)(O)[O-].[Na+]. Product: [NH2:20][C:21]1[C:36]([CH3:37])=[CH:35][C:24]([O:25][C:26]2[C:27]([NH:41][CH3:39])=[C:28]([NH:33][C:15](=[O:17])[CH2:14][O:13][C:12]3[CH:11]=[CH:10][C:9]([CH2:8][CH:4]4[S:3][C:2](=[O:1])[NH:6][C:5]4=[O:7])=[CH:19][CH:18]=3)[CH:29]=[CH:30][CH:31]=2)=[CH:23][C:22]=1[CH3:38]. The catalyst class is: 96. (3) Reactant: [C:1]([O:5][C:6]([NH:8][C:9]1([C:14]([OH:16])=O)[CH2:13]C[CH2:11][CH2:10]1)=[O:7])([CH3:4])([CH3:3])[CH3:2].[H-].[H-].[H-].[H-].[Li+].[Al+3].CC[O:25]C(C)=O. Product: [C:1]([O:5][C:6]([NH:8][C:9]1([CH2:13][OH:25])[CH2:10][CH2:11][O:16][CH2:14]1)=[O:7])([CH3:4])([CH3:3])[CH3:2]. The catalyst class is: 1.